Dataset: Peptide-MHC class II binding affinity with 134,281 pairs from IEDB. Task: Regression. Given a peptide amino acid sequence and an MHC pseudo amino acid sequence, predict their binding affinity value. This is MHC class II binding data. (1) The peptide sequence is NNHEENGQSAFETVTEASFP. The MHC is HLA-DQA10301-DQB10302 with pseudo-sequence HLA-DQA10301-DQB10302. The binding affinity (normalized) is 0.576. (2) The peptide sequence is HTMWHVTRGAFLVRN. The MHC is DRB3_0101 with pseudo-sequence DRB3_0101. The binding affinity (normalized) is 0.738.